Dataset: Reaction yield outcomes from USPTO patents with 853,638 reactions. Task: Predict the reaction yield, written as a fraction of the theoretical maximum amount of product (1.0 means a 100% yield; for example, 0.34 means a 34% yield). (1) The reactants are [C:1]1([CH2:7][CH2:8][CH2:9][CH2:10][NH2:11])[CH:6]=[CH:5][CH:4]=[CH:3][CH:2]=1.N1(CCCN[C:22]([C@@H:24]2[CH2:29][CH2:28][CH2:27][CH2:26][N:25]2[S:30](=[O:45])(=[O:44])[NH:31][C:32]2[CH:37]=[C:36]([O:38][CH3:39])[C:35]([O:40][CH3:41])=[C:34]([O:42][CH3:43])[CH:33]=2)=[O:23])CCCCC1. No catalyst specified. The product is [C:1]1([CH2:7][CH2:8][CH2:9][CH2:10][NH:11][C:22]([C@@H:24]2[CH2:29][CH2:28][CH2:27][CH2:26][N:25]2[S:30](=[O:44])(=[O:45])[NH:31][C:32]2[CH:33]=[C:34]([O:42][CH3:43])[C:35]([O:40][CH3:41])=[C:36]([O:38][CH3:39])[CH:37]=2)=[O:23])[CH:6]=[CH:5][CH:4]=[CH:3][CH:2]=1. The yield is 0.570. (2) The reactants are [C:1]([N:9]1[CH2:22][CH2:21][C:20]2[C:19]3[CH:18]=[C:17]([OH:23])[CH:16]=[CH:15][C:14]=3[NH:13][C:12]=2[CH2:11][CH2:10]1)(=[O:8])[C:2]1[CH:7]=[CH:6][CH:5]=[CH:4][CH:3]=1.[CH3:24][C:25]([CH3:29])=[CH:26][CH:27]=O.C1(B(O)O)C=CC=CC=1.C(O)(=O)C. The catalyst is C1(C)C=CC=CC=1. The product is [C:1]([N:9]1[CH2:22][CH2:21][C:20]2[C:19]3[C:14](=[CH:15][CH:16]=[C:17]4[O:23][C:25]([CH3:29])([CH3:24])[CH:26]=[CH:27][C:18]4=3)[NH:13][C:12]=2[CH2:11][CH2:10]1)(=[O:8])[C:2]1[CH:7]=[CH:6][CH:5]=[CH:4][CH:3]=1. The yield is 0.340. (3) The reactants are Cl.[CH3:2][O:3][C:4]1[CH:5]=[C:6]2[C:11](=[CH:12][CH:13]=1)[C:10]([C:14]1[CH:27]=[CH:26][C:17]([O:18][CH2:19][CH2:20][N:21]3[CH2:25][CH2:24][CH2:23][CH2:22]3)=[CH:16][CH:15]=1)=[C:9]([C:28]1[CH:33]=[CH:32][CH:31]=[CH:30][CH:29]=1)[CH2:8][CH2:7]2. The catalyst is CCO.CO.[OH-].[OH-].[Pd+2]. The product is [CH3:2][O:3][C:4]1[CH:5]=[C:6]2[C:11](=[CH:12][CH:13]=1)[C@@H:10]([C:14]1[CH:27]=[CH:26][C:17]([O:18][CH2:19][CH2:20][N:21]3[CH2:25][CH2:24][CH2:23][CH2:22]3)=[CH:16][CH:15]=1)[C@@H:9]([C:28]1[CH:33]=[CH:32][CH:31]=[CH:30][CH:29]=1)[CH2:8][CH2:7]2. The yield is 0.900. (4) The reactants are C(=O)([O-])[O-].[K+].[K+].[CH2:7]1[NH:12][C:10](=[O:11])[NH:9][CH2:8]1.Br[CH2:14][C:15]1[CH:24]=[CH:23][C:18]([C:19]([O:21][CH3:22])=[O:20])=[CH:17][CH:16]=1.C(OC(C)C)(C)C. The catalyst is [I-].C([N+](CCCC)(CCCC)CCCC)CCC.CN(C=O)C. The product is [CH3:22][O:21][C:19]([C:18]1[CH:23]=[CH:24][C:15]([CH2:14][N:9]2[CH2:8][CH2:7][NH:12][C:10]2=[O:11])=[CH:16][CH:17]=1)=[O:20]. The yield is 0.574. (5) The reactants are [C:1]([CH2:3][C:4]([O:6][CH2:7][CH:8]([CH2:13][CH3:14])[CH2:9][CH2:10][CH2:11][CH3:12])=[O:5])#[N:2].[C:15]([NH:18][C:19]1[CH:26]=[CH:25][C:22]([CH:23]=O)=[CH:21][CH:20]=1)(=[O:17])[CH3:16]. The catalyst is C(O)(C)C. The product is [C:15]([NH:18][C:19]1[CH:26]=[CH:25][C:22]([CH:23]=[C:3]([C:1]#[N:2])[C:4]([O:6][CH2:7][CH:8]([CH2:13][CH3:14])[CH2:9][CH2:10][CH2:11][CH3:12])=[O:5])=[CH:21][CH:20]=1)(=[O:17])[CH3:16]. The yield is 0.540. (6) The reactants are [N+:1]([C:4]1[CH:9]=[C:8]([N+:10]([O-:12])=[O:11])[CH:7]=[CH:6][C:5]=1Cl)([O-:3])=[O:2].Cl.[O:15]([NH2:17])[CH3:16].C(N(CC)CC)C. The catalyst is C(#N)C. The product is [N+:1]([C:4]1[CH:9]=[C:8]([N+:10]([O-:12])=[O:11])[CH:7]=[CH:6][C:5]=1[NH:17][O:15][CH3:16])([O-:3])=[O:2]. The yield is 0.530. (7) The reactants are [N+:1]([C:4]1[CH:5]=[C:6]2[C:10](=[CH:11][CH:12]=1)[NH:9][C:8](=[O:13])[CH2:7]2)([O-])=O. The catalyst is CO.[Pd]. The product is [NH2:1][C:4]1[CH:5]=[C:6]2[C:10](=[CH:11][CH:12]=1)[NH:9][C:8](=[O:13])[CH2:7]2. The yield is 0.600. (8) The reactants are [C:1]([O:10]C)(=O)[C:2]1[C:3](=[CH:5][CH:6]=[CH:7][CH:8]=1)[SH:4].[CH2:12]([N:19]([C:25]([C:27]1[CH:32]=[CH:31][CH:30]=[C:29]([C:33]#[N:34])[N:28]=1)=[O:26])[C:20]([N:22]([CH3:24])[CH3:23])=[O:21])[C:13]1[CH:18]=[CH:17][CH:16]=[CH:15][CH:14]=1.C(N(CC)CC)C. The catalyst is C1(C)C=CC=CC=1. The product is [CH2:12]([N:19]([C:25]([C:27]1[CH:32]=[CH:31][CH:30]=[C:29]([C:33]2[S:4][C:3]3[CH:5]=[CH:6][CH:7]=[CH:8][C:2]=3[C:1](=[O:10])[N:34]=2)[N:28]=1)=[O:26])[C:20]([N:22]([CH3:24])[CH3:23])=[O:21])[C:13]1[CH:14]=[CH:15][CH:16]=[CH:17][CH:18]=1. The yield is 0.930.